The task is: Regression. Given a peptide amino acid sequence and an MHC pseudo amino acid sequence, predict their binding affinity value. This is MHC class II binding data.. This data is from Peptide-MHC class II binding affinity with 134,281 pairs from IEDB. (1) The peptide sequence is DCSEYPKPDCTAEDR. The MHC is DRB1_1101 with pseudo-sequence DRB1_1101. The binding affinity (normalized) is 0.00711. (2) The peptide sequence is AFKVAATAANAADAN. The MHC is DRB1_0701 with pseudo-sequence DRB1_0701. The binding affinity (normalized) is 0.574. (3) The peptide sequence is LVKTESWILRNPGYALVA. The MHC is DRB1_1101 with pseudo-sequence DRB1_1101. The binding affinity (normalized) is 0.395. (4) The peptide sequence is FFDLPLPWTSGATTE. The MHC is DRB3_0101 with pseudo-sequence DRB3_0101. The binding affinity (normalized) is 0. (5) The peptide sequence is TLWQRPIVTIKIGGQLREAL. The MHC is DRB1_0701 with pseudo-sequence DRB1_0701. The binding affinity (normalized) is 0.242. (6) The peptide sequence is RDCLIAHGAANTITE. The MHC is DRB1_0701 with pseudo-sequence DRB1_0701. The binding affinity (normalized) is 0.768.